This data is from Catalyst prediction with 721,799 reactions and 888 catalyst types from USPTO. The task is: Predict which catalyst facilitates the given reaction. (1) Reactant: [CH3:1][N:2]1[N:6]=[N:5][C:4]([C:7]2[CH:12]=[CH:11][C:10]([S:13]([CH2:16][CH2:17][CH:18]3[CH2:23][CH2:22][NH:21][CH2:20][CH2:19]3)(=[O:15])=[O:14])=[CH:9][CH:8]=2)=[N:3]1.[F:24][C:25]1[CH:26]=[C:27]([C@@H:32]([C:36]2[CH:41]=[CH:40][C:39]([S:42]([CH3:45])(=[O:44])=[O:43])=[CH:38][CH:37]=2)[CH2:33][CH:34]=O)[CH:28]=[C:29]([F:31])[CH:30]=1.C(O[BH-](OC(=O)C)OC(=O)C)(=O)C. Product: [F:24][C:25]1[CH:26]=[C:27]([C@@H:32]([C:36]2[CH:41]=[CH:40][C:39]([S:42]([CH3:45])(=[O:44])=[O:43])=[CH:38][CH:37]=2)[CH2:33][CH2:34][N:21]2[CH2:22][CH2:23][CH:18]([CH2:17][CH2:16][S:13]([C:10]3[CH:11]=[CH:12][C:7]([C:4]4[N:5]=[N:6][N:2]([CH3:1])[N:3]=4)=[CH:8][CH:9]=3)(=[O:15])=[O:14])[CH2:19][CH2:20]2)[CH:28]=[C:29]([F:31])[CH:30]=1. The catalyst class is: 4. (2) Reactant: [Br:1][C:2]1[CH:6]=[C:5]([C:7]([OH:9])=O)[N:4]([C:10]2[C:15]([Cl:16])=[CH:14][CH:13]=[CH:12][N:11]=2)[N:3]=1.C(#N)C.CS(Cl)(=O)=O.[NH2:25][C:26]1[C:34]([CH3:35])=[CH:33][C:32]([Cl:36])=[CH:31][C:27]=1[C:28](O)=[O:29]. The catalyst class is: 66. Product: [Br:1][C:2]1[CH:6]=[C:5]([C:7]2[O:9][C:28](=[O:29])[C:27]3[CH:31]=[C:32]([Cl:36])[CH:33]=[C:34]([CH3:35])[C:26]=3[N:25]=2)[N:4]([C:10]2[C:15]([Cl:16])=[CH:14][CH:13]=[CH:12][N:11]=2)[N:3]=1. (3) Reactant: [SH:1][C:2]1[N:10]([CH2:11][CH:12]=[C:13]([CH3:15])[CH3:14])[C:9]2[C:8](=[O:16])[N:7]([CH2:17][C:18](=[O:25])[C:19]3[CH:24]=[CH:23][CH:22]=[CH:21][CH:20]=3)[C:6](=[O:26])[N:5]([CH3:27])[C:4]=2[N:3]=1.C(=O)([O-])[O-].[K+].[K+].[NH2:34][C:35]([CH3:43])([CH3:42])[CH2:36]OS([O-])(=O)=O. Product: [NH2:34][C:35]([CH3:43])([CH3:42])[CH2:36][S:1][C:2]1[N:10]([CH2:11][CH:12]=[C:13]([CH3:15])[CH3:14])[C:9]2[C:8](=[O:16])[N:7]([CH2:17][C:18](=[O:25])[C:19]3[CH:24]=[CH:23][CH:22]=[CH:21][CH:20]=3)[C:6](=[O:26])[N:5]([CH3:27])[C:4]=2[N:3]=1. The catalyst class is: 9. (4) Reactant: [CH3:1][C:2]1([CH3:31])[CH2:11][CH2:10][C:9]([CH3:13])([CH3:12])[C:8]2[CH:7]=[C:6]([CH:14]([CH2:26][CH2:27][CH2:28][CH2:29][CH3:30])[CH:15]=[CH:16][C:17]3[CH:25]=[CH:24][C:20]([C:21]([OH:23])=[O:22])=[CH:19][CH:18]=3)[CH:5]=[CH:4][C:3]1=2. Product: [CH3:1][C:2]1([CH3:31])[CH2:11][CH2:10][C:9]([CH3:12])([CH3:13])[C:8]2[CH:7]=[C:6]([CH:14]([CH2:26][CH2:27][CH2:28][CH2:29][CH3:30])[CH2:15][CH2:16][C:17]3[CH:25]=[CH:24][C:20]([C:21]([OH:23])=[O:22])=[CH:19][CH:18]=3)[CH:5]=[CH:4][C:3]1=2. The catalyst class is: 29. (5) Reactant: [C:1]([O:4][C@@H:5]([CH2:12]/[CH:13]=[CH:14]\[CH2:15][CH2:16][CH2:17][CH2:18][CH2:19][CH2:20][CH2:21][CH:22]([OH:33])[CH2:23][CH2:24][CH2:25][CH2:26][CH2:27][CH2:28][CH2:29][CH2:30][CH2:31][CH3:32])[CH2:6][CH2:7][CH2:8][CH2:9][CH2:10][CH3:11])(=[O:3])[CH3:2].N1C=CC=CC=1.Cl[C:41](Cl)([O:43][C:44](=[O:50])OC(Cl)(Cl)Cl)Cl.[CH3:52][N:53]1[CH2:58][CH2:57][CH2:56][CH:55](CO)[CH2:54]1. Product: [C:1]([O:4][C@@H:5]([CH2:12]/[CH:13]=[CH:14]\[CH2:15][CH2:16][CH2:17][CH2:18][CH2:19][CH2:20][CH2:21][CH:22]([O:33][C:44]([O:43][CH2:41][CH:55]1[CH2:56][CH2:57][CH2:58][N:53]([CH3:52])[CH2:54]1)=[O:50])[CH2:23][CH2:24][CH2:25][CH2:26][CH2:27][CH2:28][CH2:29][CH2:30][CH2:31][CH3:32])[CH2:6][CH2:7][CH2:8][CH2:9][CH2:10][CH3:11])(=[O:3])[CH3:2]. The catalyst class is: 11. (6) Reactant: [F:1][C:2]([F:42])([F:41])[C:3]1[CH:4]=[C:5]([C@H:13]([O:15][C@H:16]2[CH2:21][CH2:20][C@@H:19]([CH2:22]CS([O-])(=O)=O)[C@@H:18]([CH2:28]CS([O-])(=O)=O)[C@@H:17]2[C:34]2[CH:39]=[CH:38][C:37]([F:40])=[CH:36][CH:35]=2)[CH3:14])[CH:6]=[C:7]([C:9]([F:12])([F:11])[F:10])[CH:8]=1.[CH2:43]([NH2:50])[C:44]1[CH:49]=[CH:48][CH:47]=[CH:46][CH:45]=1. Product: [CH2:43]([N:50]1[CH2:28][C@@H:18]2[C@H:19]([CH2:20][CH2:21][C@H:16]([O:15][C@@H:13]([C:5]3[CH:6]=[C:7]([C:9]([F:10])([F:11])[F:12])[CH:8]=[C:3]([C:2]([F:42])([F:41])[F:1])[CH:4]=3)[CH3:14])[C@H:17]2[C:34]2[CH:39]=[CH:38][C:37]([F:40])=[CH:36][CH:35]=2)[CH2:22]1)[C:44]1[CH:49]=[CH:48][CH:47]=[CH:46][CH:45]=1. The catalyst class is: 8. (7) Reactant: CN(C)C=O.[CH3:6][C@@:7]1([CH2:10][N:11]2[CH:15]=[C:14]([N+:16]([O-:18])=[O:17])[N:13]=[C:12]2[S:19][C:20]2[CH:25]=[CH:24][C:23]([N+:26]([O-:28])=[O:27])=[CH:22][CH:21]=2)[CH2:9][O:8]1.[N:29]1([C:35]([O:37][CH2:38][CH:39]=[CH:40][C:41]2[CH:46]=[CH:45][C:44]([C:47]([F:50])([F:49])[F:48])=[CH:43][CH:42]=2)=[O:36])[CH2:34][CH2:33][NH:32][CH2:31][CH2:30]1.O. Product: [N+:16]([C:14]1[N:13]=[C:12]([S:19][C:20]2[CH:25]=[CH:24][C:23]([N+:26]([O-:28])=[O:27])=[CH:22][CH:21]=2)[N:11]([CH2:10][C@:7]([OH:8])([CH3:6])[CH2:9][N:32]2[CH2:31][CH2:30][N:29]([C:35]([O:37][CH2:38][CH:39]=[CH:40][C:41]3[CH:46]=[CH:45][C:44]([C:47]([F:49])([F:50])[F:48])=[CH:43][CH:42]=3)=[O:36])[CH2:34][CH2:33]2)[CH:15]=1)([O-:18])=[O:17]. The catalyst class is: 13.